Dataset: Forward reaction prediction with 1.9M reactions from USPTO patents (1976-2016). Task: Predict the product of the given reaction. Given the reactants CN(C=O)C.[CH2:6]([O:8][C:9]([C:11]1[C:12]([C:16]([F:19])([F:18])[F:17])=[N:13][NH:14][CH:15]=1)=[O:10])[CH3:7].[H-].[Na+].[CH:22]1(Br)[CH2:27][CH2:26][CH2:25][CH2:24][CH2:23]1, predict the reaction product. The product is: [CH2:6]([O:8][C:9]([C:11]1[C:12]([C:16]([F:18])([F:19])[F:17])=[N:13][N:14]([CH:22]2[CH2:27][CH2:26][CH2:25][CH2:24][CH2:23]2)[CH:15]=1)=[O:10])[CH3:7].